This data is from Reaction yield outcomes from USPTO patents with 853,638 reactions. The task is: Predict the reaction yield, written as a fraction of the theoretical maximum amount of product (1.0 means a 100% yield; for example, 0.34 means a 34% yield). (1) The reactants are [Si]([O:8][C:9]1[CH:14]=[CH:13][C:12]([C@@H:15]([O:39][Si](CC)(CC)CC)[CH2:16][NH:17][C@H:18]([CH3:38])[CH2:19][C:20]2[C:28]3[C:23](=[C:24]([O:29][CH2:30][C:31]([N:33]([CH2:36][CH3:37])[CH2:34][CH3:35])=[O:32])[CH:25]=[CH:26][CH:27]=3)[NH:22][CH:21]=2)=[CH:11][CH:10]=1)(C(C)(C)C)(C)C.CCCC[N+](CCCC)(CCCC)CCCC.[F-]. The catalyst is O1CCCC1. The product is [CH2:36]([N:33]([CH2:34][CH3:35])[C:31](=[O:32])[CH2:30][O:29][C:24]1[CH:25]=[CH:26][CH:27]=[C:28]2[C:23]=1[NH:22][CH:21]=[C:20]2[CH2:19][C@H:18]([NH:17][CH2:16][C@H:15]([OH:39])[C:12]1[CH:13]=[CH:14][C:9]([OH:8])=[CH:10][CH:11]=1)[CH3:38])[CH3:37]. The yield is 0.550. (2) The reactants are [Li+].[OH-].C([O:5][C:6](=[O:18])[CH2:7][NH:8][C:9](=[O:17])[C:10]1[CH:15]=[CH:14][CH:13]=[CH:12][C:11]=1[OH:16])C. The catalyst is O.C1COCC1.CO. The product is [OH:16][C:11]1[CH:12]=[CH:13][CH:14]=[CH:15][C:10]=1[C:9]([NH:8][CH2:7][C:6]([OH:18])=[O:5])=[O:17]. The yield is 0.930. (3) The reactants are [F:1][C:2]([F:15])([F:14])[CH:3]1[CH2:8][CH2:7][CH:6]([C:9]([O:11][CH2:12][CH3:13])=[O:10])[CH2:5][CH2:4]1.C([N-]C(C)C)(C)C.[Li+].[Br:24][C:25]1[CH:30]=[CH:29][C:28]([CH2:31]Br)=[C:27]([I:33])[CH:26]=1.O. The catalyst is C1COCC1.CCOC(C)=O. The product is [Br:24][C:25]1[CH:30]=[CH:29][C:28]([CH2:31][C:6]2([C:9]([O:11][CH2:12][CH3:13])=[O:10])[CH2:5][CH2:4][CH:3]([C:2]([F:14])([F:15])[F:1])[CH2:8][CH2:7]2)=[C:27]([I:33])[CH:26]=1. The yield is 0.690. (4) The reactants are [F:1][C:2]1[C:7]([F:8])=[CH:6][C:5]([F:9])=[C:4](F)[N:3]=1.O.[NH2:12][NH2:13].C(O)CC. The catalyst is ClC. The product is [F:1][C:2]1[C:7]([F:8])=[CH:6][C:5]([F:9])=[C:4]([NH:12][NH2:13])[N:3]=1. The yield is 0.838. (5) The reactants are [C:1]([C:5]1[CH:6]=[C:7]2[C:12](=[CH:13][CH:14]=1)[NH:11][C:10](=[O:15])[CH2:9][CH2:8]2)(=[O:4])[CH2:2][CH3:3].[OH:16][C:17]1([C:23]2[S:24][CH:25]=[CH:26][CH:27]=2)[CH2:22][CH2:21][NH:20][CH2:19][CH2:18]1.[CH2:28]=O.Cl. The catalyst is C(O)C. The product is [OH:16][C:17]1([C:23]2[S:24][CH:25]=[CH:26][CH:27]=2)[CH2:18][CH2:19][N:20]([CH2:3][CH:2]([CH3:28])[C:1]([C:5]2[CH:6]=[C:7]3[C:12](=[CH:13][CH:14]=2)[NH:11][C:10](=[O:15])[CH2:9][CH2:8]3)=[O:4])[CH2:21][CH2:22]1. The yield is 0.528. (6) The reactants are [I:1][C:2]1[CH:10]=[C:9]2[C:5]([CH2:6][CH2:7][CH2:8]2)=[CH:4][C:3]=1[S:11][C:12]1[NH:13][C:14]2[C:19]([N:20]=1)=[C:18]([NH2:21])[N:17]=[CH:16][N:15]=2.Br[CH2:23][CH2:24][CH2:25][NH:26][S:27]([C:29]([CH3:32])([CH3:31])[CH3:30])=[O:28].C([O-])([O-])=O.[Cs+].[Cs+]. The catalyst is CN(C=O)C. The product is [NH2:21][C:18]1[N:17]=[CH:16][N:15]=[C:14]2[C:19]=1[N:20]=[C:12]([S:11][C:3]1[CH:4]=[C:5]3[C:9](=[CH:10][C:2]=1[I:1])[CH2:8][CH2:7][CH2:6]3)[N:13]2[CH2:23][CH2:24][CH2:25][NH:26][S:27]([C:29]([CH3:32])([CH3:31])[CH3:30])=[O:28]. The yield is 0.270. (7) The reactants are CC1C=CC(S(O[CH2:12][C@H:13]2[CH2:22][CH2:21][C:20]3[C:15](=[C:16]([C:23]4[C:28]([Cl:29])=[CH:27][CH:26]=[CH:25][C:24]=4[Cl:30])[CH:17]=[CH:18][CH:19]=3)[O:14]2)(=O)=O)=CC=1.[CH3:31][NH2:32].[OH-].[Na+]. The catalyst is CS(C)=O.[Cl-].[Na+].O. The product is [Cl:30][C:24]1[CH:25]=[CH:26][CH:27]=[C:28]([Cl:29])[C:23]=1[C:16]1[CH:17]=[CH:18][CH:19]=[C:20]2[C:15]=1[O:14][C@@H:13]([CH2:12][NH:32][CH3:31])[CH2:22][CH2:21]2. The yield is 0.750. (8) The reactants are S(=O)(=O)(O)O.[BrH:6].[CH:7]1([CH2:13][CH2:14]O)[CH2:12][CH2:11][CH2:10][CH2:9][CH2:8]1. No catalyst specified. The product is [Br:6][CH2:14][CH2:13][CH:7]1[CH2:12][CH2:11][CH2:10][CH2:9][CH2:8]1. The yield is 0.850. (9) The reactants are [NH2:1][CH:2]([C:12]1[C:13]([O:23][CH2:24][CH3:25])=[C:14]([C:20](=[O:22])[CH3:21])[CH:15]=[C:16]([Cl:19])[C:17]=1[F:18])[CH2:3][O:4][Si:5]([C:8]([CH3:11])([CH3:10])[CH3:9])([CH3:7])[CH3:6].[C:26]([O:30][C:31](O[C:31]([O:30][C:26]([CH3:29])([CH3:28])[CH3:27])=[O:32])=[O:32])([CH3:29])([CH3:28])[CH3:27].C(N(CC)C(C)C)(C)C. The catalyst is O1CCCC1.[Cl-].[Na+].O. The product is [C:20]([C:14]1[C:13]([O:23][CH2:24][CH3:25])=[C:12]([CH:2]([NH:1][C:31](=[O:32])[O:30][C:26]([CH3:29])([CH3:28])[CH3:27])[CH2:3][O:4][Si:5]([C:8]([CH3:11])([CH3:10])[CH3:9])([CH3:7])[CH3:6])[C:17]([F:18])=[C:16]([Cl:19])[CH:15]=1)(=[O:22])[CH3:21]. The yield is 0.600.